Dataset: Full USPTO retrosynthesis dataset with 1.9M reactions from patents (1976-2016). Task: Predict the reactants needed to synthesize the given product. Given the product [F:32][C:13]1[CH:14]=[C:15]([NH:18][C:19]([C:21]2[O:22][C:23]3[CH:30]=[CH:29][C:28]([F:31])=[CH:27][C:24]=3[C:25]=2[CH3:26])=[O:20])[CH:16]=[CH:17][C:12]=1[CH2:11][N:8]1[C:9]([CH3:10])=[C:5]([CH2:4][C:3]([OH:34])=[O:2])[C:6]([CH3:33])=[N:7]1, predict the reactants needed to synthesize it. The reactants are: C[O:2][C:3](=[O:34])[CH2:4][C:5]1[C:6]([CH3:33])=[N:7][N:8]([CH2:11][C:12]2[CH:17]=[CH:16][C:15]([NH:18][C:19]([C:21]3[O:22][C:23]4[CH:30]=[CH:29][C:28]([F:31])=[CH:27][C:24]=4[C:25]=3[CH3:26])=[O:20])=[CH:14][C:13]=2[F:32])[C:9]=1[CH3:10].[OH-].[Na+].Cl.